From a dataset of CYP2C19 inhibition data for predicting drug metabolism from PubChem BioAssay. Regression/Classification. Given a drug SMILES string, predict its absorption, distribution, metabolism, or excretion properties. Task type varies by dataset: regression for continuous measurements (e.g., permeability, clearance, half-life) or binary classification for categorical outcomes (e.g., BBB penetration, CYP inhibition). Dataset: cyp2c19_veith. (1) The molecule is CC(C)(C)NS(=O)(=O)c1ccc(NC(=O)c2cc(-c3ccccc3)nc3ccccc23)cc1. The result is 1 (inhibitor). (2) The compound is O=C(CCNc1cccc(Cl)c1)c1cccs1. The result is 1 (inhibitor).